This data is from Catalyst prediction with 721,799 reactions and 888 catalyst types from USPTO. The task is: Predict which catalyst facilitates the given reaction. (1) Reactant: [Si:1]([O:8][CH2:9][C:10]1([CH3:19])[S:16][CH2:15][CH2:14][N:13]=[C:12](SC)[CH2:11]1)([C:4]([CH3:7])([CH3:6])[CH3:5])([CH3:3])[CH3:2].[C:20]([C:22]1[CH:23]=[CH:24][C:25]([C:28]2[CH:33]=[CH:32][C:31]([C:34]3([C:37]([NH:39][NH2:40])=O)[CH2:36][CH2:35]3)=[CH:30][CH:29]=2)=[N:26][CH:27]=1)#[N:21]. Product: [Si:1]([O:8][CH2:9][C:10]1([CH3:19])[S:16][CH2:15][CH2:14][N:13]2[C:37]([C:34]3([C:31]4[CH:32]=[CH:33][C:28]([C:25]5[CH:24]=[CH:23][C:22]([C:20]#[N:21])=[CH:27][N:26]=5)=[CH:29][CH:30]=4)[CH2:36][CH2:35]3)=[N:39][N:40]=[C:12]2[CH2:11]1)([C:4]([CH3:7])([CH3:6])[CH3:5])([CH3:3])[CH3:2]. The catalyst class is: 51. (2) Reactant: [Cl:1][C:2]1[CH:8]=[CH:7][C:5]([NH2:6])=[CH:4][C:3]=1[C:9]1[CH:14]=[CH:13][CH:12]=[CH:11][N:10]=1.C(OC([N:22]1[CH2:27][CH2:26][CH:25]([CH2:28][C:29]2[CH:37]=[CH:36][C:32]([C:33](O)=[O:34])=[CH:31][CH:30]=2)[CH2:24][CH2:23]1)=O)(C)(C)C.Cl. Product: [Cl:1][C:2]1[CH:8]=[CH:7][C:5]([NH:6][C:33](=[O:34])[C:32]2[CH:31]=[CH:30][C:29]([CH2:28][CH:25]3[CH2:24][CH2:23][NH:22][CH2:27][CH2:26]3)=[CH:37][CH:36]=2)=[CH:4][C:3]=1[C:9]1[CH:14]=[CH:13][CH:12]=[CH:11][N:10]=1. The catalyst class is: 12. (3) Reactant: [C@H:1]12[CH2:7][C@H:4]([NH:5][CH2:6]1)[CH2:3][N:2]2[C:8]1[CH:13]=[C:12]([F:14])[C:11]([C:15]2[N:20]3[N:21]=[C:22]([C:33]4[CH:38]=[CH:37][N:36]=[CH:35][CH:34]=4)[C:23]([C:24]4[CH:32]=[CH:31][CH:30]=[C:29]5[C:25]=4[CH:26]=[N:27][NH:28]5)=[C:19]3[N:18]=[CH:17][CH:16]=2)=[C:10]([F:39])[CH:9]=1.[CH2:40]=O.[Na]. Product: [F:39][C:10]1[CH:9]=[C:8]([N:2]2[CH2:3][C@@H:4]3[CH2:7][C@H:1]2[CH2:6][N:5]3[CH3:40])[CH:13]=[C:12]([F:14])[C:11]=1[C:15]1[N:20]2[N:21]=[C:22]([C:33]3[CH:38]=[CH:37][N:36]=[CH:35][CH:34]=3)[C:23]([C:24]3[CH:32]=[CH:31][CH:30]=[C:29]4[C:25]=3[CH:26]=[N:27][NH:28]4)=[C:19]2[N:18]=[CH:17][CH:16]=1. The catalyst class is: 3.